This data is from Full USPTO retrosynthesis dataset with 1.9M reactions from patents (1976-2016). The task is: Predict the reactants needed to synthesize the given product. (1) Given the product [Cl:1][C:2]1[C:3]([CH3:22])=[C:4]([N:8]2[C:12](=[O:13])[CH2:11][N:10]([C:14](=[O:21])[CH2:15][N:16]([CH2:17][CH2:18][O:19][CH3:20])[C:31]([NH:30][C:26]3[CH:27]=[CH:28][CH:29]=[C:24]([Cl:23])[CH:25]=3)=[O:32])[CH2:9]2)[CH:5]=[CH:6][CH:7]=1, predict the reactants needed to synthesize it. The reactants are: [Cl:1][C:2]1[C:3]([CH3:22])=[C:4]([N:8]2[C:12](=[O:13])[CH2:11][N:10]([C:14](=[O:21])[CH2:15][NH:16][CH2:17][CH2:18][O:19][CH3:20])[CH2:9]2)[CH:5]=[CH:6][CH:7]=1.[Cl:23][C:24]1[CH:29]=[CH:28][CH:27]=[C:26]([N:30]=[C:31]=[O:32])[CH:25]=1. (2) Given the product [NH2:8][C@H:9]([CH3:57])[C:10]([O:12][CH2:13][CH2:14][O:15][C:16](=[O:56])[C:17]1[CH:22]=[CH:21][C:20]([NH:23][C:24]([C@H:26]2[C@H:30]([C:31]3[CH:36]=[CH:35][CH:34]=[C:33]([Cl:37])[C:32]=3[F:38])[C@:29]([C:41]3[CH:46]=[CH:45][C:44]([Cl:47])=[CH:43][C:42]=3[F:48])([C:39]#[N:40])[C@H:28]([CH2:49][C:50]([CH3:52])([CH3:53])[CH3:51])[NH:27]2)=[O:25])=[C:19]([O:54][CH3:55])[CH:18]=1)=[O:11], predict the reactants needed to synthesize it. The reactants are: C(OC([NH:8][C@H:9]([CH3:57])[C:10]([O:12][CH2:13][CH2:14][O:15][C:16](=[O:56])[C:17]1[CH:22]=[CH:21][C:20]([NH:23][C:24]([C@H:26]2[C@H:30]([C:31]3[CH:36]=[CH:35][CH:34]=[C:33]([Cl:37])[C:32]=3[F:38])[C@:29]([C:41]3[CH:46]=[CH:45][C:44]([Cl:47])=[CH:43][C:42]=3[F:48])([C:39]#[N:40])[C@H:28]([CH2:49][C:50]([CH3:53])([CH3:52])[CH3:51])[NH:27]2)=[O:25])=[C:19]([O:54][CH3:55])[CH:18]=1)=[O:11])=O)(C)(C)C.FC(F)(F)C(O)=O. (3) Given the product [CH:19]1([C@H:11]([NH:10][C:8]([C:5]2[CH:6]=[CH:7][C:2]([C:43]3[CH:44]=[CH:45][C:40]([CH2:39][OH:38])=[CH:41][CH:42]=3)=[CH:3][C:4]=2[NH:25][C:26]([NH:28][C:29]2[C:34]([CH3:35])=[CH:33][C:32]([CH3:36])=[CH:31][C:30]=2[CH3:37])=[O:27])=[O:9])[C:12]([O:14][C:15]([CH3:18])([CH3:17])[CH3:16])=[O:13])[CH2:24][CH2:23][CH2:22][CH2:21][CH2:20]1, predict the reactants needed to synthesize it. The reactants are: Cl[C:2]1[CH:7]=[CH:6][C:5]([C:8]([NH:10][C@@H:11]([CH:19]2[CH2:24][CH2:23][CH2:22][CH2:21][CH2:20]2)[C:12]([O:14][C:15]([CH3:18])([CH3:17])[CH3:16])=[O:13])=[O:9])=[C:4]([NH:25][C:26]([NH:28][C:29]2[C:34]([CH3:35])=[CH:33][C:32]([CH3:36])=[CH:31][C:30]=2[CH3:37])=[O:27])[CH:3]=1.[OH:38][CH2:39][C:40]1[CH:45]=[CH:44][C:43](B(O)O)=[CH:42][CH:41]=1.C(=O)([O-])[O-].[Na+].[Na+]. (4) Given the product [Cl:19][C:16]([F:17])([F:18])[O:15][C:12]1[CH:11]=[CH:10][C:9]([NH:8][C:6](=[O:7])[C:5]2[CH:20]=[C:21]([C:22]3[NH:26][N:25]=[CH:24][CH:23]=3)[C:2]([N:39]3[CH2:38][CH2:37][N:36]([CH2:35][C:34]([F:42])([F:43])[F:33])[CH2:41][CH2:40]3)=[N:3][CH:4]=2)=[CH:14][CH:13]=1, predict the reactants needed to synthesize it. The reactants are: Cl[C:2]1[C:21]([C:22]2[N:26](C3CCCCO3)[N:25]=[CH:24][CH:23]=2)=[CH:20][C:5]([C:6]([NH:8][C:9]2[CH:14]=[CH:13][C:12]([O:15][C:16]([Cl:19])([F:18])[F:17])=[CH:11][CH:10]=2)=[O:7])=[CH:4][N:3]=1.[F:33][C:34]([F:43])([F:42])[CH2:35][N:36]1[CH2:41][CH2:40][NH:39][CH2:38][CH2:37]1. (5) Given the product [CH3:1][N:2]([C:7]([C:9]1[C:10]([O:27][CH2:28][C:29]2[CH:34]=[CH:33][CH:32]=[CH:31][CH:30]=2)=[CH:11][C:12]([O:19][CH2:20][C:21]2[CH:22]=[CH:23][CH:24]=[CH:25][CH:26]=2)=[C:13]([CH:18]=1)[C:14]([OH:16])=[O:15])=[O:8])[CH2:3][CH2:4][CH2:5][CH3:6], predict the reactants needed to synthesize it. The reactants are: [CH3:1][N:2]([C:7]([C:9]1[C:10]([O:27][CH2:28][C:29]2[CH:34]=[CH:33][CH:32]=[CH:31][CH:30]=2)=[CH:11][C:12]([O:19][CH2:20][C:21]2[CH:26]=[CH:25][CH:24]=[CH:23][CH:22]=2)=[C:13]([CH:18]=1)[C:14]([O:16]C)=[O:15])=[O:8])[CH2:3][CH2:4][CH2:5][CH3:6].[OH-].[Li+].Cl. (6) Given the product [NH2:1][C:2]1[C:3]2[NH:10][CH:9]=[C:8]([C@H:11]3[C@H:15]([OH:16])[C@@H:14]([OH:17])[C@@H:13]([CH2:18][OH:19])[NH:12]3)[C:4]=2[N:5]=[CH:6][N:7]=1, predict the reactants needed to synthesize it. The reactants are: [NH2:1][C:2]1[C:3]2[NH:10][CH:9]=[C:8]([C@H:11]3[C@H:15]([OH:16])[C@@H:14]([OH:17])[C@@H:13]([CH2:18][OH:19])[N:12]3C(OC(C)(C)C)=O)[C:4]=2[N:5]=[CH:6][N:7]=1.Cl. (7) Given the product [CH2:2]([C:4]1[S:24][C:7]2[N:8]=[C:9]([S:18][CH2:19][C:20]([O:22][CH3:23])=[O:21])[N:10]=[C:11]([N:12]3[CH2:17][CH2:16][N:15]([C:45]([C:43]4[O:44][C:40]([C:34]5[CH:35]=[CH:36][CH:37]=[CH:38][CH:39]=5)=[N:41][N:42]=4)=[O:46])[CH2:14][CH2:13]3)[C:6]=2[CH:5]=1)[CH3:3], predict the reactants needed to synthesize it. The reactants are: Cl.[CH2:2]([C:4]1[S:24][C:7]2[N:8]=[C:9]([S:18][CH2:19][C:20]([O:22][CH3:23])=[O:21])[N:10]=[C:11]([N:12]3[CH2:17][CH2:16][NH:15][CH2:14][CH2:13]3)[C:6]=2[CH:5]=1)[CH3:3].C(N(C(C)C)CC)(C)C.[C:34]1([C:40]2[O:44][C:43]([C:45](Cl)=[O:46])=[N:42][N:41]=2)[CH:39]=[CH:38][CH:37]=[CH:36][CH:35]=1.